From a dataset of NCI-60 drug combinations with 297,098 pairs across 59 cell lines. Regression. Given two drug SMILES strings and cell line genomic features, predict the synergy score measuring deviation from expected non-interaction effect. Drug 1: COC1=CC(=CC(=C1O)OC)C2C3C(COC3=O)C(C4=CC5=C(C=C24)OCO5)OC6C(C(C7C(O6)COC(O7)C8=CC=CS8)O)O. Drug 2: CC12CCC3C(C1CCC2OP(=O)(O)O)CCC4=C3C=CC(=C4)OC(=O)N(CCCl)CCCl.[Na+]. Cell line: 786-0. Synergy scores: CSS=40.1, Synergy_ZIP=4.15, Synergy_Bliss=4.90, Synergy_Loewe=-28.8, Synergy_HSA=5.50.